Dataset: Catalyst prediction with 721,799 reactions and 888 catalyst types from USPTO. Task: Predict which catalyst facilitates the given reaction. (1) Reactant: [Cl:1][C:2]1[CH:17]=[CH:16][C:5]2[C:6](=[O:15])[C:7]3[S:8][CH:9]=[CH:10][C:11]=3[C:12](=[O:14])[NH:13][C:4]=2[CH:3]=1.[C:18]1(C)C=CC=CC=1.P(Cl)(Cl)(Cl)=O. Product: [Cl:1][C:2]1[CH:17]=[CH:16][C:5]2[C:6](=[O:15])[C:7]3[S:8][CH:9]=[CH:10][C:11]=3[C:12]([O:14][CH3:18])=[N:13][C:4]=2[CH:3]=1. The catalyst class is: 9. (2) Reactant: C(N(CC)CC)C.Cl.Cl.[CH2:10]([N:17]1[CH2:24][CH:23]2[O:25][CH:19]([CH2:20][NH:21][CH2:22]2)[CH2:18]1)[C:11]1[CH:16]=[CH:15][CH:14]=[CH:13][CH:12]=1.[C:26]([NH2:30])(=[O:29])[CH:27]=[CH2:28]. Product: [CH2:10]([N:17]1[CH2:24][CH:23]2[O:25][CH:19]([CH2:20][N:21]([CH2:28][CH2:27][C:26]([NH2:30])=[O:29])[CH2:22]2)[CH2:18]1)[C:11]1[CH:12]=[CH:13][CH:14]=[CH:15][CH:16]=1. The catalyst class is: 8. (3) Reactant: Cl.[CH3:2][O:3][C:4](=[O:14])[C@H:5]([CH2:7][C:8]1[CH:13]=[CH:12][CH:11]=[CH:10][CH:9]=1)[NH2:6].[I:15][C:16]1[CH:23]=[CH:22][C:19]([CH2:20]Cl)=[CH:18][CH:17]=1.CN(C=[O:28])C. Product: [CH3:2][O:3][C:4](=[O:14])[CH:5]([NH:6][C:20](=[O:28])[C:19]1[CH:22]=[CH:23][C:16]([I:15])=[CH:17][CH:18]=1)[CH2:7][C:8]1[CH:13]=[CH:12][CH:11]=[CH:10][CH:9]=1. The catalyst class is: 13. (4) Reactant: ClC(OCC(C)C)=O.[CH3:9][O:10][C:11]([C:13]1([C:16](O)=[O:17])[CH2:15][CH2:14]1)=[O:12].C(N(CC)CC)C.[BH4-].[Na+]. Product: [OH:17][CH2:16][C:13]1([C:11]([O:10][CH3:9])=[O:12])[CH2:15][CH2:14]1. The catalyst class is: 253.